Dataset: Catalyst prediction with 721,799 reactions and 888 catalyst types from USPTO. Task: Predict which catalyst facilitates the given reaction. Reactant: [C:1](Cl)(Cl)=[O:2].[NH2:5][C@H:6]([C:10]([OH:12])=[O:11])[CH:7]([CH3:9])[CH3:8]. Product: [CH:7]([C@H:6]1[C:10](=[O:11])[O:12][C:1](=[O:2])[NH:5]1)([CH3:9])[CH3:8]. The catalyst class is: 247.